This data is from Forward reaction prediction with 1.9M reactions from USPTO patents (1976-2016). The task is: Predict the product of the given reaction. (1) Given the reactants [OH:1][CH:2]1[CH2:6][CH2:5][N:4]([C:7]([C:9]2[CH:14]=[C:13]([S:15]([CH3:18])(=[O:17])=[O:16])[CH:12]=[CH:11][C:10]=2[O:19][CH:20]([CH3:22])[CH3:21])=[O:8])[CH2:3]1.O[C:24]1[CH:29]=[CH:28][C:27]([C:30]([F:33])([F:32])[F:31])=[CH:26][CH:25]=1, predict the reaction product. The product is: [CH:20]([O:19][C:10]1[CH:11]=[CH:12][C:13]([S:15]([CH3:18])(=[O:17])=[O:16])=[CH:14][C:9]=1[C:7]([N:4]1[CH2:5][CH2:6][CH:2]([O:1][C:24]2[CH:29]=[CH:28][C:27]([C:30]([F:33])([F:32])[F:31])=[CH:26][CH:25]=2)[CH2:3]1)=[O:8])([CH3:22])[CH3:21]. (2) Given the reactants [N+:1]([C:4]1[CH:12]=[CH:11][CH:10]=[C:9]2[C:5]=1[CH:6]=[CH:7][NH:8]2)([O-:3])=[O:2].[Cl-].[CH3:14][O:15][C:16]1[C:25]([O:26][CH3:27])=[CH:24][CH:23]=[CH:22][C:17]=1[CH:18]=[N+:19]([CH3:21])[CH3:20].COC1C(OC)=CC=CC=1C=O.CNC, predict the reaction product. The product is: [CH3:14][O:15][C:16]1[C:25]([O:26][CH3:27])=[CH:24][CH:23]=[CH:22][C:17]=1[CH:18]([N:19]([CH3:21])[CH3:20])[C:6]1[C:5]2[C:9](=[CH:10][CH:11]=[CH:12][C:4]=2[N+:1]([O-:3])=[O:2])[NH:8][CH:7]=1. (3) Given the reactants [OH:1][N:2]1[C:7]([C:8]([OH:10])=[O:9])=[CH:6][CH:5]=[CH:4][C:3]1=[O:11].C(=O)([O-])[O-].[K+].[K+].[CH2:18](Cl)[C:19]1[CH:24]=[CH:23][CH:22]=[CH:21][CH:20]=1, predict the reaction product. The product is: [CH2:18]([O:1][N:2]1[C:7]([C:8]([OH:10])=[O:9])=[CH:6][CH:5]=[CH:4][C:3]1=[O:11])[C:19]1[CH:24]=[CH:23][CH:22]=[CH:21][CH:20]=1. (4) The product is: [Cl:53][C:17]1[CH:16]=[C:13]([CH:12]=[C:11]([C:10]2[N:9]([CH2:19][CH2:20][S:21][C:22]([C:23]3[CH:28]=[CH:27][CH:26]=[CH:25][CH:24]=3)([C:29]3[CH:30]=[CH:31][CH:32]=[CH:33][CH:34]=3)[C:35]3[CH:40]=[CH:39][CH:38]=[CH:37][CH:36]=3)[CH:8]=[C:7]3[C:6]=2[C:5](=[O:41])[N:4]([CH3:42])[C:3](=[O:43])[N:2]3[CH3:1])[CH:18]=1)[C:14]#[N:15]. Given the reactants [CH3:1][N:2]1[C:7]2=[CH:8][N:9]([CH2:19][CH2:20][S:21][C:22]([C:35]3[CH:40]=[CH:39][CH:38]=[CH:37][CH:36]=3)([C:29]3[CH:34]=[CH:33][CH:32]=[CH:31][CH:30]=3)[C:23]3[CH:28]=[CH:27][CH:26]=[CH:25][CH:24]=3)[C:10]([C:11]3[CH:12]=[C:13]([CH:16]=[CH:17][CH:18]=3)[C:14]#[N:15])=[C:6]2[C:5](=[O:41])[N:4]([CH3:42])[C:3]1=[O:43].BrC1C=C(C=C([Cl:53])C=1)C#N, predict the reaction product. (5) Given the reactants Br[C:2]1[CH:7]=[CH:6][C:5]([C:8](=[C:16]2[CH2:23][CH2:22][CH2:21][CH2:20][CH2:19][CH2:18][CH2:17]2)[C:9]2[CH:14]=[CH:13][C:12]([OH:15])=[CH:11][CH:10]=2)=[CH:4][CH:3]=1.[CH3:24][C:25]1[C:29](B(O)O)=[C:28]([CH3:33])[O:27][N:26]=1.C([O-])([O-])=O.[Na+].[Na+], predict the reaction product. The product is: [C:16]1(=[C:8]([C:5]2[CH:6]=[CH:7][C:2]([C:29]3[C:25]([CH3:24])=[N:26][O:27][C:28]=3[CH3:33])=[CH:3][CH:4]=2)[C:9]2[CH:14]=[CH:13][C:12]([OH:15])=[CH:11][CH:10]=2)[CH2:17][CH2:18][CH2:19][CH2:20][CH2:21][CH2:22][CH2:23]1. (6) Given the reactants Cl.O.[Cl-].[NH4+].[Br:5][C:6]1[C:11]([C:12]2(O)[NH:17][C:16]3[C:18]([N+:22]([O-])=O)=[CH:19][CH:20]=[CH:21][C:15]=3[O:14][CH2:13]2)=[CH:10][CH:9]=[CH:8][N:7]=1, predict the reaction product. The product is: [Br:5][C:6]1[C:11]([C:12]2[CH2:13][O:14][C:15]3[C:16](=[C:18]([NH2:22])[CH:19]=[CH:20][CH:21]=3)[N:17]=2)=[CH:10][CH:9]=[CH:8][N:7]=1. (7) Given the reactants [Cl:1]/[CH:2]=[CH:3]\Cl.[CH:5]([C@@H:8]1[CH2:13][CH2:12][C@@H:11]([CH3:14])[CH2:10][C@H:9]1[O:15][CH2:16][CH2:17][CH2:18][CH2:19][CH2:20][CH2:21]C=C)([CH3:7])[CH3:6], predict the reaction product. The product is: [Cl:1]/[CH:2]=[CH:3]\[CH2:21][CH2:20][CH2:19][CH2:18][CH2:17][CH2:16][O:15][C@@H:9]1[CH2:10][C@H:11]([CH3:14])[CH2:12][CH2:13][C@H:8]1[CH:5]([CH3:6])[CH3:7]. (8) Given the reactants [Br:1][C:2]1[CH:3]=[CH:4][C:5]([F:19])=[C:6]([CH2:8][NH:9][C:10]2[C:11]([F:18])=[C:12]([OH:17])[CH:13]=[CH:14][C:15]=2[F:16])[CH:7]=1.C([O-])([O-])=O.[Na+].[Na+].Br[CH2:27][C:28]([O:30][CH2:31][CH3:32])=[O:29].O, predict the reaction product. The product is: [Br:1][C:2]1[CH:3]=[CH:4][C:5]([F:19])=[C:6]([CH2:8][NH:9][C:10]2[C:11]([F:18])=[C:12]([CH:13]=[CH:14][C:15]=2[F:16])[O:17][CH2:27][C:28]([O:30][CH2:31][CH3:32])=[O:29])[CH:7]=1. (9) Given the reactants [CH3:1][O:2][C:3]([C:5]1[CH:10]=[CH:9][C:8](B(O)O)=[CH:7][CH:6]=1)=[O:4].Br[C:15]1[CH:16]=[CH:17][C:18]2[O:24][CH2:23][CH2:22][N:21]([C:25]([O:27][C:28]([CH3:31])([CH3:30])[CH3:29])=[O:26])[CH2:20][C:19]=2[CH:32]=1.P([O-])([O-])([O-])=O.[K+].[K+].[K+], predict the reaction product. The product is: [CH3:1][O:2][C:3]([C:5]1[CH:10]=[CH:9][C:8]([C:15]2[CH:16]=[CH:17][C:18]3[O:24][CH2:23][CH2:22][N:21]([C:25]([O:27][C:28]([CH3:30])([CH3:29])[CH3:31])=[O:26])[CH2:20][C:19]=3[CH:32]=2)=[CH:7][CH:6]=1)=[O:4]. (10) Given the reactants [CH3:1][N:2]([CH3:18])[CH:3]1[CH2:7][CH2:6][N:5]([C:8]2[S:9][C:10]3[CH:16]=[C:15]([NH2:17])[CH:14]=[CH:13][C:11]=3[N:12]=2)[CH2:4]1.[C:19]1([C:25]2[O:29][N:28]=[C:27]([C:30](O)=[O:31])[CH:26]=2)[CH:24]=[CH:23][CH:22]=[CH:21][CH:20]=1.CN(C(ON1N=NC2C=CC=NC1=2)=[N+](C)C)C.F[P-](F)(F)(F)(F)F.CCN(C(C)C)C(C)C, predict the reaction product. The product is: [CH3:1][N:2]([CH3:18])[CH:3]1[CH2:7][CH2:6][N:5]([C:8]2[S:9][C:10]3[CH:16]=[C:15]([NH:17][C:30]([C:27]4[CH:26]=[C:25]([C:19]5[CH:20]=[CH:21][CH:22]=[CH:23][CH:24]=5)[O:29][N:28]=4)=[O:31])[CH:14]=[CH:13][C:11]=3[N:12]=2)[CH2:4]1.